Dataset: Forward reaction prediction with 1.9M reactions from USPTO patents (1976-2016). Task: Predict the product of the given reaction. (1) Given the reactants [C:1](=[O:19])([O:7][C:8]1[CH:13]=[CH:12][C:11]([C:14]([CH3:17])([CH3:16])[CH3:15])=[C:10]([OH:18])[CH:9]=1)[O:2][C:3]([CH3:6])([CH3:5])[CH3:4].C(=O)([O-])[O-].[K+].[K+].[CH2:26](Br)[C:27]1[CH:32]=[CH:31][CH:30]=[CH:29][CH:28]=1, predict the reaction product. The product is: [C:1](=[O:19])([O:2][C:3]([CH3:6])([CH3:5])[CH3:4])[O:7][C:8]1[CH:13]=[CH:12][C:11]([C:14]([CH3:17])([CH3:16])[CH3:15])=[C:10]([O:18][CH2:26][C:27]2[CH:32]=[CH:31][CH:30]=[CH:29][CH:28]=2)[CH:9]=1. (2) Given the reactants [CH3:1][C:2]1[CH:39]=[C:38]([CH3:40])[CH:37]=[CH:36][C:3]=1[O:4][CH2:5][C@H:6]([OH:35])[CH2:7][NH:8][C:9]1[CH:14]=[CH:13][NH:12][C:11](=[O:15])[C:10]=1[C:16]1[NH:27][C:26]2[C:18](=[CH:19][C:20]3[CH2:21][N:22]([CH:29]4[CH2:34][CH2:33][NH:32][CH2:31][CH2:30]4)[C:23](=[O:28])[C:24]=3[CH:25]=2)[N:17]=1.[CH:41](=O)[CH2:42][CH3:43].CC#N.[BH-](OC(C)=O)(OC(C)=O)OC(C)=O.[Na+], predict the reaction product. The product is: [CH3:1][C:2]1[CH:39]=[C:38]([CH3:40])[CH:37]=[CH:36][C:3]=1[O:4][CH2:5][CH:6]([OH:35])[CH2:7][NH:8][C:9]1[CH:14]=[CH:13][NH:12][C:11](=[O:15])[C:10]=1[C:16]1[NH:27][C:26]2[C:18](=[CH:19][C:20]3[CH2:21][N:22]([CH:29]4[CH2:30][CH2:31][N:32]([CH2:41][CH2:42][CH3:43])[CH2:33][CH2:34]4)[C:23](=[O:28])[C:24]=3[CH:25]=2)[N:17]=1. (3) Given the reactants [OH:1][CH2:2][C:3]1[CH:8]=[CH:7][C:6]([C:9]2[C:10]([C:15]#[N:16])=[CH:11][CH:12]=[CH:13][CH:14]=2)=[CH:5][CH:4]=1.C([Al](CC)CC)C.[N-:24]=[N+:25]=[N-:26].C([Al+]CC(C)C)C(C)C.Cl.N([O-])=O.[Na+], predict the reaction product. The product is: [OH:1][CH2:2][C:3]1[CH:4]=[CH:5][C:6]([C:9]2[CH:14]=[CH:13][CH:12]=[CH:11][C:10]=2[C:15]2[NH:26][N:25]=[N:24][N:16]=2)=[CH:7][CH:8]=1. (4) Given the reactants Br[CH:2]([CH2:6][CH2:7][N:8]1[C:16](=[O:17])[C:15]2[C:10](=[CH:11][CH:12]=[CH:13][CH:14]=2)[C:9]1=[O:18])[C:3]([OH:5])=[O:4], predict the reaction product. The product is: [O:18]=[C:9]1[C:10]2[C:15](=[CH:14][CH:13]=[CH:12][CH:11]=2)[C:16](=[O:17])[N:8]1[CH2:7][CH2:6][CH2:2][C:3]([OH:5])=[O:4]. (5) The product is: [Br:12][C:11]1[C:9]([C:8]([OH:16])=[O:15])=[N:20][C:19]([S:18][CH3:17])=[N:21][CH:13]=1. Given the reactants C(N(CC)CC)C.[C:8]([OH:16])(=[O:15])/[C:9](=[C:11](\[CH:13]=O)/[Br:12])/Br.[CH3:17][S:18][C:19](=[NH:21])[NH2:20].Cl, predict the reaction product. (6) Given the reactants [N+:1]([C:4]1[CH:5]=[C:6]([C:13]([N:15]2[CH2:20][CH2:19][N:18]([CH3:21])[CH2:17][CH2:16]2)=[O:14])[CH:7]=[CH:8][C:9]=1[N+:10]([O-])=O)([O-])=O.C(O)C, predict the reaction product. The product is: [NH2:1][C:4]1[CH:5]=[C:6]([C:13]([N:15]2[CH2:20][CH2:19][N:18]([CH3:21])[CH2:17][CH2:16]2)=[O:14])[CH:7]=[CH:8][C:9]=1[NH2:10].